Dataset: Catalyst prediction with 721,799 reactions and 888 catalyst types from USPTO. Task: Predict which catalyst facilitates the given reaction. (1) Reactant: O[CH2:2][C:3]1[C:21]([N+:22]([O-:24])=[O:23])=[CH:20][CH:19]=[CH:18][C:4]=1[C:5]([C:7]1[N:8]=[CH:9][N:10]([S:12]([N:15]([CH3:17])[CH3:16])(=[O:14])=[O:13])[CH:11]=1)=[O:6].C([SiH](CC)CC)C. Product: [CH3:17][N:15]([CH3:16])[S:12]([N:10]1[CH:11]=[C:7]([CH:5]2[C:4]3[CH:18]=[CH:19][CH:20]=[C:21]([N+:22]([O-:24])=[O:23])[C:3]=3[CH2:2][O:6]2)[N:8]=[CH:9]1)(=[O:14])=[O:13]. The catalyst class is: 55. (2) Reactant: Cl.[CH3:2][O:3][C:4](=[O:11])[C@H:5]([CH2:7][CH:8]([CH3:10])[CH3:9])[NH2:6].C(N(CC)C(C)C)(C)C.C([O:23][C:24](=O)[CH:25]=[C:26]([O:29][C:30]1[C:39]2[CH2:38][CH2:37][CH2:36][CH2:35][C:34]=2[CH:33]=[CH:32][CH:31]=1)[CH2:27]Br)C. Product: [CH3:2][O:3][C:4](=[O:11])[C@@H:5]([N:6]1[CH2:27][C:26]([O:29][C:30]2[C:39]3[CH2:38][CH2:37][CH2:36][CH2:35][C:34]=3[CH:33]=[CH:32][CH:31]=2)=[CH:25][C:24]1=[O:23])[CH2:7][CH:8]([CH3:10])[CH3:9]. The catalyst class is: 10. (3) Reactant: [OH:1][C:2]1[CH:7]=[CH:6][CH:5]=[CH:4][N:3]=1.C(=O)([O-])[O-].[K+].[K+].[C:14]([O:18][C:19](=[O:23])[CH:20](Br)[CH3:21])([CH3:17])([CH3:16])[CH3:15]. Product: [O:1]=[C:2]1[CH:7]=[CH:6][CH:5]=[CH:4][N:3]1[CH:20]([CH3:21])[C:19]([O:18][C:14]([CH3:17])([CH3:16])[CH3:15])=[O:23]. The catalyst class is: 18.